From a dataset of Forward reaction prediction with 1.9M reactions from USPTO patents (1976-2016). Predict the product of the given reaction. Given the reactants [CH:1]1[C:10]2[C:5](=[C:6]([C:11]([CH3:18])([CH3:17])[C:12]([O:14]CC)=[O:13])[CH:7]=[CH:8][CH:9]=2)[CH:4]=[CH:3][N:2]=1.C([O-])(=O)CC, predict the reaction product. The product is: [CH:1]1[C:10]2[C:5](=[C:6]([C:11]([CH3:18])([CH3:17])[C:12]([OH:14])=[O:13])[CH:7]=[CH:8][CH:9]=2)[CH:4]=[CH:3][N:2]=1.